From a dataset of Forward reaction prediction with 1.9M reactions from USPTO patents (1976-2016). Predict the product of the given reaction. (1) Given the reactants [NH2:1][CH:2]([C:4]1[N:5]=[C:6]2[S:21][CH:20]=[CH:19][N:7]2[C:8](=[O:18])[C:9]=1[C:10]1[CH:15]=[C:14]([F:16])[CH:13]=[C:12]([F:17])[CH:11]=1)[CH3:3].Br[C:23]1[N:31]=[CH:30][N:29]=[C:28]2[C:24]=1[N:25]=[CH:26][NH:27]2.C(N(CC)C(C)C)(C)C, predict the reaction product. The product is: [F:17][C:12]1[CH:11]=[C:10]([C:9]2[C:8](=[O:18])[N:7]3[CH:19]=[CH:20][S:21][C:6]3=[N:5][C:4]=2[CH:2]([NH:1][C:23]2[N:31]=[CH:30][N:29]=[C:28]3[C:24]=2[N:25]=[CH:26][NH:27]3)[CH3:3])[CH:15]=[C:14]([F:16])[CH:13]=1. (2) Given the reactants [F:1][C:2]([F:11])([F:10])[C:3]1[CH:4]=[C:5]([NH2:9])[CH:6]=[CH:7][CH:8]=1.[CH3:12][O:13][C:14]1[CH:19]=[C:18]([O:20][CH3:21])[CH:17]=[CH:16][C:15]=1[C:22]1[CH:27]=[CH:26][CH:25]=[C:24]([C:28](Cl)=[O:29])[CH:23]=1, predict the reaction product. The product is: [F:1][C:2]([F:10])([F:11])[C:3]1[CH:4]=[C:5]([NH:9][C:28]([C:24]2[CH:23]=[C:22]([C:15]3[CH:16]=[CH:17][C:18]([O:20][CH3:21])=[CH:19][C:14]=3[O:13][CH3:12])[CH:27]=[CH:26][CH:25]=2)=[O:29])[CH:6]=[CH:7][CH:8]=1. (3) Given the reactants Br[C:2]1[CH:3]=[N:4][C:5]([S:8]([CH3:11])(=[O:10])=[O:9])=[N:6][CH:7]=1.[C:12]1([C:18]#[CH:19])[CH:17]=[CH:16][CH:15]=[CH:14][CH:13]=1.C(N(CC)CC)C, predict the reaction product. The product is: [CH3:11][S:8]([C:5]1[N:4]=[CH:3][C:2]([C:19]#[C:18][C:12]2[CH:17]=[CH:16][CH:15]=[CH:14][CH:13]=2)=[CH:7][N:6]=1)(=[O:10])=[O:9]. (4) Given the reactants [Br:1][C:2]1[C:3]([NH:22][S:23]([CH3:26])(=[O:25])=[O:24])=[CH:4][C:5]2[O:9][C:8]([C:10]3[CH:15]=[CH:14][C:13]([F:16])=[CH:12][CH:11]=3)=[C:7]([C:17]([NH:19][CH3:20])=[O:18])[C:6]=2[CH:21]=1.[Cl:27][C:28]1[CH:33]=[CH:32][C:31]([CH2:34]Cl)=[CH:30][CH:29]=1.C([O-])([O-])=O.[K+].[K+], predict the reaction product. The product is: [Br:1][C:2]1[C:3]([N:22]([CH2:34][C:31]2[CH:32]=[CH:33][C:28]([Cl:27])=[CH:29][CH:30]=2)[S:23]([CH3:26])(=[O:24])=[O:25])=[CH:4][C:5]2[O:9][C:8]([C:10]3[CH:11]=[CH:12][C:13]([F:16])=[CH:14][CH:15]=3)=[C:7]([C:17]([NH:19][CH3:20])=[O:18])[C:6]=2[CH:21]=1.